From a dataset of Forward reaction prediction with 1.9M reactions from USPTO patents (1976-2016). Predict the product of the given reaction. (1) Given the reactants [Cl:1][C:2]1[CH:3]=[C:4]([CH:23]=[CH:24][C:25]=1[Cl:26])[C:5]([N:7]1[CH2:12][CH2:11][N:10]([CH2:13][CH2:14][NH:15]C(=O)OC(C)(C)C)[CH2:9][CH2:8]1)=[O:6].[F:27][C:28]([F:33])([F:32])[C:29]([OH:31])=[O:30], predict the reaction product. The product is: [F:27][C:28]([F:33])([F:32])[C:29]([OH:31])=[O:30].[NH2:15][CH2:14][CH2:13][N:10]1[CH2:11][CH2:12][N:7]([C:5]([C:4]2[CH:23]=[CH:24][C:25]([Cl:26])=[C:2]([Cl:1])[CH:3]=2)=[O:6])[CH2:8][CH2:9]1. (2) Given the reactants Cl.[C:2]([C:6]1[CH:7]=[C:8]([NH2:19])[N:9]([C:11]2[CH:16]=[CH:15][CH:14]=[C:13]([O:17]C)[CH:12]=2)[N:10]=1)([CH3:5])([CH3:4])[CH3:3].Cl.[NH+]1C=CC=CC=1.O, predict the reaction product. The product is: [NH2:19][C:8]1[N:9]([C:11]2[CH:12]=[C:13]([OH:17])[CH:14]=[CH:15][CH:16]=2)[N:10]=[C:6]([C:2]([CH3:5])([CH3:4])[CH3:3])[CH:7]=1. (3) The product is: [CH2:12]1[C:11]2([CH2:14][CH2:15][CH:16]([NH:19][C:20]3[CH:25]=[CH:24][C:23]([Cl:26])=[C:22]([Cl:27])[CH:21]=3)[CH2:17][CH2:18]2)[CH2:10][CH2:9][NH:8][CH2:13]1. Given the reactants C(OC([N:8]1[CH2:13][CH2:12][C:11]2([CH2:18][CH2:17][CH:16]([NH:19][C:20]3[CH:25]=[CH:24][C:23]([Cl:26])=[C:22]([Cl:27])[CH:21]=3)[CH2:15][CH2:14]2)[CH2:10][CH2:9]1)=O)(C)(C)C.FC(F)(F)C(O)=O.O.[OH-].[Na+], predict the reaction product. (4) Given the reactants Br[C:2]1(Br)[C:10]2[C:5](=[N:6][CH:7]=[CH:8][CH:9]=2)[NH:4][C:3]1=[O:11], predict the reaction product. The product is: [NH:4]1[C:5]2=[N:6][CH:7]=[CH:8][CH:9]=[C:10]2[CH2:2][C:3]1=[O:11]. (5) Given the reactants [S:1]1[C:5]2[CH:6]=[CH:7][CH:8]=[CH:9][C:4]=2[N:3]=[C:2]1[C:10]([NH:12][NH2:13])=[O:11].Cl.[N:15]([O-])=O.[Na+], predict the reaction product. The product is: [S:1]1[C:5]2[CH:6]=[CH:7][CH:8]=[CH:9][C:4]=2[N:3]=[C:2]1[C:10]([N:12]=[N+:13]=[N-:15])=[O:11]. (6) Given the reactants Cl[C:2]1[CH:7]=[C:6]([N:8]2[CH2:13][CH2:12][CH:11]([C:14]([F:17])([F:16])[F:15])[CH2:10][CH2:9]2)[N:5]=[CH:4][N:3]=1.C(Cl)(Cl)Cl.C[C:23]([N:25](C)C)=O, predict the reaction product. The product is: [F:15][C:14]([F:17])([F:16])[CH:11]1[CH2:12][CH2:13][N:8]([C:6]2[N:5]=[CH:4][N:3]=[C:2]([C:23]#[N:25])[CH:7]=2)[CH2:9][CH2:10]1.